Predict the product of the given reaction. From a dataset of Forward reaction prediction with 1.9M reactions from USPTO patents (1976-2016). The product is: [CH2:1]([O:8][C:9]1[CH:16]=[CH:15][CH:14]=[C:13]([O:17][CH3:18])[C:10]=1/[CH:11]=[CH:27]/[C:28]([O:30][CH2:31][CH3:32])=[O:29])[C:2]1[CH:7]=[CH:6][CH:5]=[CH:4][CH:3]=1. Given the reactants [CH2:1]([O:8][C:9]1[CH:16]=[CH:15][CH:14]=[C:13]([O:17][CH3:18])[C:10]=1[CH:11]=O)[C:2]1[CH:7]=[CH:6][CH:5]=[CH:4][CH:3]=1.C(OP([CH2:27][C:28]([O:30][CH2:31][CH3:32])=[O:29])(OCC)=O)C.CN(C)C=O.[H-].[Na+], predict the reaction product.